Binary Classification. Given a drug SMILES string, predict its activity (active/inactive) in a high-throughput screening assay against a specified biological target. From a dataset of Tyrosyl-DNA phosphodiesterase HTS with 341,365 compounds. (1) The molecule is S(=O)(=O)(N(Cc1sccc1)C)c1sccc1. The result is 0 (inactive). (2) The molecule is OC1=C(C(N(C1=O)c1noc(c1)C)c1ccc(OCc2ccccc2)cc1)C(=O)c1oc(cc1)C. The result is 0 (inactive). (3) The compound is s1c(c2ccccc2)ccc1C(=O)Nc1c(OCC)ccc(OCC)c1. The result is 0 (inactive). (4) The compound is s1c(nc(c2cc(OC)c(OC)cc2)c1)Cc1n(c(N2CCOCC2)nn1)c1ccccc1. The result is 0 (inactive). (5) The drug is Fc1c(Nc2ncnc3c2ccc(OCc2ccccc2)c3)cc(O)c(c1)C. The result is 0 (inactive). (6) The compound is O(c1cc(/C=N\Nc2nc(N3CCCCC3)nc(n2)Nc2ccccc2)ccc1OCC(O)=O)CC. The result is 0 (inactive). (7) The compound is S(=O)(=O)(N(CC)CC)c1cc(C(=O)N2C(CC(O)C2)C(OC)=O)ccc1. The result is 0 (inactive).